This data is from Forward reaction prediction with 1.9M reactions from USPTO patents (1976-2016). The task is: Predict the product of the given reaction. (1) Given the reactants [CH3:1][O:2][C:3](=[O:13])[C@@H:4]([NH2:12])[CH2:5][CH:6]1[CH2:11][CH2:10][CH2:9][CH2:8][CH2:7]1.C(N(CC)C(C)C)(C)C.C([O:25][C:26](=O)/[CH:27]=[C:28](/[O:31][C:32]1[CH:37]=[CH:36][CH:35]=[CH:34][C:33]=1[C:38]([CH3:41])([CH3:40])[CH3:39])\[CH2:29]Br)C, predict the reaction product. The product is: [CH3:1][O:2][C:3](=[O:13])[C@@H:4]([N:12]1[CH2:29][C:28]([O:31][C:32]2[CH:37]=[CH:36][CH:35]=[CH:34][C:33]=2[C:38]([CH3:41])([CH3:40])[CH3:39])=[CH:27][C:26]1=[O:25])[CH2:5][CH:6]1[CH2:11][CH2:10][CH2:9][CH2:8][CH2:7]1. (2) Given the reactants [NH:1]1[CH:5]=[CH:4][CH:3]=[N:2]1.[H-].[Na+].[CH2:8]([O:15][C:16]1[CH:21]=[CH:20][C:19]([N:22]2[CH2:26][C@H:25]([CH2:27]OS(C)(=O)=O)[O:24][C:23]2=[O:33])=[CH:18][C:17]=1[F:34])[C:9]1[CH:14]=[CH:13][CH:12]=[CH:11][CH:10]=1, predict the reaction product. The product is: [CH2:8]([O:15][C:16]1[CH:21]=[CH:20][C:19]([N:22]2[CH2:26][C@H:25]([CH2:27][N:1]3[CH:5]=[CH:4][CH:3]=[N:2]3)[O:24][C:23]2=[O:33])=[CH:18][C:17]=1[F:34])[C:9]1[CH:10]=[CH:11][CH:12]=[CH:13][CH:14]=1. (3) Given the reactants [Cl:1][C:2]1[CH:3]=[C:4]([CH2:9][CH2:10][OH:11])[CH:5]=[CH:6][C:7]=1[Cl:8].Cl[C:13]1[CH:23]=[C:17]2[N:18]([CH3:22])[CH2:19][CH2:20][CH2:21][N:16]2[C:15](=[O:24])[N:14]=1, predict the reaction product. The product is: [Cl:1][C:2]1[CH:3]=[C:4]([CH2:9][CH2:10][O:11][C:13]2[CH:23]=[C:17]3[N:18]([CH3:22])[CH2:19][CH2:20][CH2:21][N:16]3[C:15](=[O:24])[N:14]=2)[CH:5]=[CH:6][C:7]=1[Cl:8]. (4) Given the reactants [NH2:1][C:2]1[N:7]=[C:6](S(C)=O)[C:5]([C:11]#[N:12])=[C:4]([O:13][C:14]2[CH:19]=[CH:18][CH:17]=[CH:16][CH:15]=2)[N:3]=1.[OH:20][CH2:21][C:22]1[CH:27]=[CH:26][CH:25]=[CH:24][N:23]=1.C1CCN2C(=NCCC2)CC1.O, predict the reaction product. The product is: [NH2:1][C:2]1[N:3]=[C:4]([O:13][C:14]2[CH:19]=[CH:18][CH:17]=[CH:16][CH:15]=2)[C:5]([C:11]#[N:12])=[C:6]([O:20][CH2:21][C:22]2[CH:27]=[CH:26][CH:25]=[CH:24][N:23]=2)[N:7]=1. (5) Given the reactants [OH:1][C:2]([CH3:33])([CH3:32])[CH2:3][CH2:4][NH:5][C:6]([C:8]1[N:9]=[N:10][C:11]([N:14]2[CH2:19][CH2:18][N:17]([C:20](=[O:31])[C:21]3[CH:26]=[CH:25][CH:24]=[CH:23][C:22]=3[C:27]([F:30])([F:29])[F:28])[CH2:16][CH2:15]2)=[CH:12][CH:13]=1)=[O:7].[C:34](OC(=O)C)(=[O:36])[CH3:35], predict the reaction product. The product is: [CH3:32][C:2]([O:1][C:34](=[O:36])[CH3:35])([CH3:33])[CH2:3][CH2:4][NH:5][C:6]([C:8]1[N:9]=[N:10][C:11]([N:14]2[CH2:15][CH2:16][N:17]([C:20](=[O:31])[C:21]3[CH:26]=[CH:25][CH:24]=[CH:23][C:22]=3[C:27]([F:29])([F:28])[F:30])[CH2:18][CH2:19]2)=[CH:12][CH:13]=1)=[O:7]. (6) Given the reactants Br[CH2:2][CH2:3][CH2:4][N:5]1[C:9](=[O:10])[C:8]2=[CH:11][CH:12]=[CH:13][CH:14]=[C:7]2[C:6]1=[O:15].[O:16]=[S:17]1(=[O:23])[CH2:22][CH2:21][NH:20][CH2:19][CH2:18]1.CCN(C(C)C)C(C)C, predict the reaction product. The product is: [O:16]=[S:17]1(=[O:23])[CH2:22][CH2:21][N:20]([CH2:2][CH2:3][CH2:4][N:5]2[C:9](=[O:10])[C:8]3[C:7](=[CH:14][CH:13]=[CH:12][CH:11]=3)[C:6]2=[O:15])[CH2:19][CH2:18]1. (7) The product is: [Cl:24][C:6]1[CH:5]=[N:4][CH:3]=[C:2]([Cl:1])[C:7]=1[NH:8][C:9]([C:11]1[C:12]2[N:13]([N:19]=[C:20]([CH:22]([OH:23])[CH3:25])[CH:21]=2)[C:14]([O:17][CH3:18])=[CH:15][CH:16]=1)=[O:10]. Given the reactants [Cl:1][C:2]1[CH:3]=[N:4][CH:5]=[C:6]([Cl:24])[C:7]=1[NH:8][C:9]([C:11]1[C:12]2[N:13]([N:19]=[C:20]([CH:22]=[O:23])[CH:21]=2)[C:14]([O:17][CH3:18])=[CH:15][CH:16]=1)=[O:10].[CH3:25][Mg]Br.[Cl-].[NH4+], predict the reaction product. (8) Given the reactants [CH3:1][NH:2][C:3]1[C:8]([CH2:9][OH:10])=[CH:7][CH:6]=[CH:5][N:4]=1, predict the reaction product. The product is: [CH3:1][NH:2][C:3]1[N:4]=[CH:5][CH:6]=[CH:7][C:8]=1[CH:9]=[O:10]. (9) Given the reactants [NH:1]1[C:9]2[C:4](=[CH:5][CH:6]=[C:7](/[CH:10]=[CH:11]/[C:12](=[O:17])[CH2:13][C:14](=[O:16])[CH3:15])[CH:8]=2)[CH:3]=[CH:2]1.[B]=O.[O:20]1[CH2:25][CH2:24][N:23]([CH2:26][CH2:27][O:28][C:29]2[CH:36]=[CH:35][C:32]([CH:33]=O)=[CH:31][CH:30]=2)[CH2:22][CH2:21]1.B(OCCCC)(OCCCC)OCCCC.N1CCCCC1.C([O-])([O-])=O.[K+].[K+], predict the reaction product. The product is: [NH:1]1[C:9]2[C:4](=[CH:5][CH:6]=[C:7](/[CH:10]=[CH:11]/[C:12](=[O:17])[CH2:13][C:14](=[O:16])/[CH:15]=[CH:33]/[C:32]3[CH:35]=[CH:36][C:29]([O:28][CH2:27][CH2:26][N:23]4[CH2:24][CH2:25][O:20][CH2:21][CH2:22]4)=[CH:30][CH:31]=3)[CH:8]=2)[CH:3]=[CH:2]1.